This data is from NCI-60 drug combinations with 297,098 pairs across 59 cell lines. The task is: Regression. Given two drug SMILES strings and cell line genomic features, predict the synergy score measuring deviation from expected non-interaction effect. (1) Drug 1: C1=NC2=C(N=C(N=C2N1C3C(C(C(O3)CO)O)O)F)N. Drug 2: CC1=C(C=C(C=C1)NC(=O)C2=CC=C(C=C2)CN3CCN(CC3)C)NC4=NC=CC(=N4)C5=CN=CC=C5. Cell line: HOP-92. Synergy scores: CSS=17.5, Synergy_ZIP=-4.27, Synergy_Bliss=0.628, Synergy_Loewe=-10.8, Synergy_HSA=-2.68. (2) Drug 1: CC12CCC3C(C1CCC2=O)CC(=C)C4=CC(=O)C=CC34C. Drug 2: CCC1(C2=C(COC1=O)C(=O)N3CC4=CC5=C(C=CC(=C5CN(C)C)O)N=C4C3=C2)O.Cl. Cell line: KM12. Synergy scores: CSS=64.0, Synergy_ZIP=-3.70, Synergy_Bliss=-6.30, Synergy_Loewe=-5.54, Synergy_HSA=-3.11. (3) Drug 1: CN1CCC(CC1)COC2=C(C=C3C(=C2)N=CN=C3NC4=C(C=C(C=C4)Br)F)OC. Drug 2: CC1=C(C=C(C=C1)NC2=NC=CC(=N2)N(C)C3=CC4=NN(C(=C4C=C3)C)C)S(=O)(=O)N.Cl. Cell line: MDA-MB-231. Synergy scores: CSS=15.1, Synergy_ZIP=-2.79, Synergy_Bliss=0.0854, Synergy_Loewe=2.19, Synergy_HSA=1.81. (4) Drug 1: CN(C)C(=N)N=C(N)N. Drug 2: C1CC(C1)(C2=CC=C(C=C2)C3=C(C=C4C(=N3)C=CN5C4=NNC5=O)C6=CC=CC=C6)N. Cell line: OVCAR3. Synergy scores: CSS=46.0, Synergy_ZIP=0.646, Synergy_Bliss=-0.696, Synergy_Loewe=-32.0, Synergy_HSA=-1.45. (5) Drug 1: C1=CC(=CC=C1CCCC(=O)O)N(CCCl)CCCl. Drug 2: CC12CCC3C(C1CCC2O)C(CC4=C3C=CC(=C4)O)CCCCCCCCCS(=O)CCCC(C(F)(F)F)(F)F. Cell line: T-47D. Synergy scores: CSS=29.0, Synergy_ZIP=-10.1, Synergy_Bliss=-9.55, Synergy_Loewe=-3.57, Synergy_HSA=-3.41. (6) Drug 1: CN1C(=O)N2C=NC(=C2N=N1)C(=O)N. Drug 2: CC1C(C(CC(O1)OC2CC(CC3=C2C(=C4C(=C3O)C(=O)C5=C(C4=O)C(=CC=C5)OC)O)(C(=O)CO)O)N)O.Cl. Cell line: SNB-75. Synergy scores: CSS=27.8, Synergy_ZIP=-5.07, Synergy_Bliss=-4.33, Synergy_Loewe=-5.36, Synergy_HSA=-1.85. (7) Drug 1: C1CCN(CC1)CCOC2=CC=C(C=C2)C(=O)C3=C(SC4=C3C=CC(=C4)O)C5=CC=C(C=C5)O. Drug 2: CCC1=C2CN3C(=CC4=C(C3=O)COC(=O)C4(CC)O)C2=NC5=C1C=C(C=C5)O. Cell line: 786-0. Synergy scores: CSS=47.1, Synergy_ZIP=-0.353, Synergy_Bliss=1.23, Synergy_Loewe=-36.1, Synergy_HSA=2.05. (8) Drug 1: CC12CCC(CC1=CCC3C2CCC4(C3CC=C4C5=CN=CC=C5)C)O. Drug 2: CC1C(C(CC(O1)OC2CC(CC3=C2C(=C4C(=C3O)C(=O)C5=C(C4=O)C(=CC=C5)OC)O)(C(=O)C)O)N)O.Cl. Cell line: HOP-92. Synergy scores: CSS=31.5, Synergy_ZIP=3.01, Synergy_Bliss=4.25, Synergy_Loewe=-4.00, Synergy_HSA=4.68. (9) Drug 1: C1=C(C(=O)NC(=O)N1)N(CCCl)CCCl. Drug 2: C1=NC2=C(N=C(N=C2N1C3C(C(C(O3)CO)O)O)F)N. Cell line: U251. Synergy scores: CSS=11.0, Synergy_ZIP=-12.8, Synergy_Bliss=-10.3, Synergy_Loewe=-19.2, Synergy_HSA=-10.5.